Dataset: Full USPTO retrosynthesis dataset with 1.9M reactions from patents (1976-2016). Task: Predict the reactants needed to synthesize the given product. Given the product [CH:20]([N:16]1[C:15]([C:9]2[S:10][C:11]3[CH2:12][CH2:13][O:14][C:5]4[CH:4]=[CH:3][C:2]([C:26]5[CH:27]=[N:28][CH:29]=[CH:30][C:25]=5[CH3:24])=[CH:23][C:6]=4[C:7]=3[N:8]=2)=[N:19][CH:18]=[N:17]1)([CH3:22])[CH3:21], predict the reactants needed to synthesize it. The reactants are: Br[C:2]1[CH:3]=[CH:4][C:5]2[O:14][CH2:13][CH2:12][C:11]3[S:10][C:9]([C:15]4[N:16]([CH:20]([CH3:22])[CH3:21])[N:17]=[CH:18][N:19]=4)=[N:8][C:7]=3[C:6]=2[CH:23]=1.[CH3:24][C:25]1[CH:30]=[CH:29][N:28]=[CH:27][C:26]=1B(O)O.